This data is from Forward reaction prediction with 1.9M reactions from USPTO patents (1976-2016). The task is: Predict the product of the given reaction. (1) Given the reactants C([O:9][C:10]1[C:21](=[O:22])[N:14]2[CH2:15][CH2:16][CH2:17][CH2:18][CH:19](Br)[C:13]2=[N:12][C:11]=1[C:23]([O:25][CH3:26])=[O:24])(=O)C1C=CC=CC=1.[C:27]1([C@H:33]([NH2:35])[CH3:34])[CH:32]=[CH:31][CH:30]=[CH:29][CH:28]=1.C(N(CC)CC)C, predict the reaction product. The product is: [OH:9][C:10]1[C:21](=[O:22])[N:14]2[CH2:15][CH2:16][CH2:17][CH2:18][CH:19]([NH:35][C@@H:33]([C:27]3[CH:32]=[CH:31][CH:30]=[CH:29][CH:28]=3)[CH3:34])[C:13]2=[N:12][C:11]=1[C:23]([O:25][CH3:26])=[O:24]. (2) The product is: [N:1]1[C:9]2[C:4](=[N:5][CH:6]=[CH:7][CH:8]=2)[N:3]([C:10]2[CH:11]=[CH:12][C:13]([CH2:16][C:17]([NH:36][C:33]3[CH:34]=[CH:35][C:30]([CH2:29][N:26]4[CH2:25][CH2:24][N:23]([CH:20]([CH3:22])[CH3:21])[CH2:28][CH2:27]4)=[C:31]([C:37]([F:40])([F:39])[F:38])[CH:32]=3)=[O:19])=[CH:14][CH:15]=2)[CH:2]=1. Given the reactants [N:1]1[C:9]2[C:4](=[N:5][CH:6]=[CH:7][CH:8]=2)[N:3]([C:10]2[CH:15]=[CH:14][C:13]([CH2:16][C:17]([OH:19])=O)=[CH:12][CH:11]=2)[CH:2]=1.[CH:20]([N:23]1[CH2:28][CH2:27][N:26]([CH2:29][C:30]2[CH:35]=[CH:34][C:33]([NH2:36])=[CH:32][C:31]=2[C:37]([F:40])([F:39])[F:38])[CH2:25][CH2:24]1)([CH3:22])[CH3:21], predict the reaction product.